This data is from Full USPTO retrosynthesis dataset with 1.9M reactions from patents (1976-2016). The task is: Predict the reactants needed to synthesize the given product. (1) Given the product [F:22][C:23]([F:37])([F:38])[CH2:24][CH2:25][O:26][C:27]1[CH:35]=[C:34]2[C:30]([CH2:31][C:32]3([CH2:13][CH2:14][C:6](=[O:5])[CH2:7][CH2:8]3)[C:33]2=[O:36])=[CH:29][CH:28]=1, predict the reactants needed to synthesize it. The reactants are: FCCC[O:5][C:6]1[CH:14]=[C:13]2C(CC3(CCC(=O)CC3)C2=O)=[CH:8][CH:7]=1.[F:22][C:23]([F:38])([F:37])[CH2:24][CH2:25][O:26][C:27]1[CH:35]=[C:34]2[C:30]([CH2:31][CH2:32][C:33]2=[O:36])=[CH:29][CH:28]=1.C(OC)(=O)C=C. (2) Given the product [C:1]([O:5][C:6](=[O:20])[NH:7][CH2:8][C:9]1([C:16]2[NH:19][C:21](=[O:22])[O:18][N:17]=2)[CH2:11][CH:10]1[CH2:12][CH:13]([CH3:14])[CH3:15])([CH3:3])([CH3:4])[CH3:2], predict the reactants needed to synthesize it. The reactants are: [C:1]([O:5][C:6](=[O:20])[NH:7][CH2:8][C:9]1([C:16](=[NH:19])[NH:17][OH:18])[CH2:11][CH:10]1[CH2:12][CH:13]([CH3:15])[CH3:14])([CH3:4])([CH3:3])[CH3:2].[C:21](C1NC=CN=1)(C1NC=CN=1)=[O:22].